From a dataset of Catalyst prediction with 721,799 reactions and 888 catalyst types from USPTO. Predict which catalyst facilitates the given reaction. (1) Reactant: [Cl:1][C:2]1[C:7]([OH:8])=[CH:6][CH:5]=[C:4]([CH2:9][OH:10])[N:3]=1.C([O-])([O-])=O.[K+].[K+].Br[CH:18]([CH3:20])[CH3:19]. Product: [Cl:1][C:2]1[N:3]=[C:4]([CH2:9][OH:10])[CH:5]=[CH:6][C:7]=1[O:8][CH:18]([CH3:20])[CH3:19]. The catalyst class is: 3. (2) Reactant: [Cl:1][C:2]1[N:7]=[CH:6][N:5]=[C:4]([C:8]([NH:10][C:11]2[CH:16]=[CH:15][C:14]([S:17](Cl)(=[O:19])=[O:18])=[CH:13][C:12]=2[CH3:21])=[O:9])[CH:3]=1.[NH2:22][CH2:23][CH2:24][CH2:25][C:26]([O:28][CH2:29][CH3:30])=[O:27].C(NC(C)C)(C)C. Product: [Cl:1][C:2]1[N:7]=[CH:6][N:5]=[C:4]([C:8]([NH:10][C:11]2[CH:16]=[CH:15][C:14]([S:17]([NH:22][CH2:23][CH2:24][CH2:25][C:26]([O:28][CH2:29][CH3:30])=[O:27])(=[O:19])=[O:18])=[CH:13][C:12]=2[CH3:21])=[O:9])[CH:3]=1. The catalyst class is: 1. (3) Reactant: [F:1][C:2]1[CH:7]=[CH:6][C:5]([C:8]2[C:16]3[C:11](=[CH:12][CH:13]=[C:14]([C:17]4[NH:21][C:20](=[O:22])[O:19][N:18]=4)[CH:15]=3)[N:10](C3CCCCO3)[N:9]=2)=[CH:4][CH:3]=1.Cl.[OH-].[Na+]. Product: [F:1][C:2]1[CH:7]=[CH:6][C:5]([C:8]2[C:16]3[C:11](=[CH:12][CH:13]=[C:14]([C:17]4[NH:21][C:20](=[O:22])[O:19][N:18]=4)[CH:15]=3)[NH:10][N:9]=2)=[CH:4][CH:3]=1. The catalyst class is: 169. (4) Reactant: C([O:5][C:6](=[O:46])[CH2:7][NH:8][CH2:9][CH2:10][C:11]1[N:12]=[C:13]([C:39]2[CH:44]=[CH:43][C:42]([CH3:45])=[CH:41][CH:40]=2)[N:14]([CH:16]([C:20]2[N:29]([CH2:30][C:31]3[CH:36]=[CH:35][CH:34]=[CH:33][CH:32]=3)[C:28](=[O:37])[C:27]3[C:22](=[CH:23][C:24]([Cl:38])=[CH:25][CH:26]=3)[N:21]=2)[CH:17]([CH3:19])[CH3:18])[CH:15]=1)(C)(C)C.FC(F)(F)C(O)=O. Product: [CH2:30]([N:29]1[C:28](=[O:37])[C:27]2[C:22](=[CH:23][C:24]([Cl:38])=[CH:25][CH:26]=2)[N:21]=[C:20]1[CH:16]([N:14]1[CH:15]=[C:11]([CH2:10][CH2:9][NH:8][CH2:7][C:6]([OH:46])=[O:5])[N:12]=[C:13]1[C:39]1[CH:40]=[CH:41][C:42]([CH3:45])=[CH:43][CH:44]=1)[CH:17]([CH3:19])[CH3:18])[C:31]1[CH:32]=[CH:33][CH:34]=[CH:35][CH:36]=1. The catalyst class is: 2. (5) Reactant: [C:1]([O:5][C:6](=[O:18])[NH:7][CH2:8][C:9]1[CH:14]=[C:13]([Br:15])[C:12]([OH:16])=[C:11]([NH2:17])[CH:10]=1)([CH3:4])([CH3:3])[CH3:2].[Cl-].Cl[C:21](=[N+:23]([CH3:25])[CH3:24])Cl. Product: [C:1]([O:5][C:6](=[O:18])[NH:7][CH2:8][C:9]1[CH:14]=[C:13]([Br:15])[C:12]2[O:16][C:21]([N:23]([CH3:25])[CH3:24])=[N:17][C:11]=2[CH:10]=1)([CH3:4])([CH3:2])[CH3:3]. The catalyst class is: 2. (6) Reactant: C1(P([N:15]=[N+:16]=[N-:17])(C2C=CC=CC=2)=O)C=CC=CC=1.C(N(CC)CC)C.[C:25]1([C:34]2[CH:39]=[CH:38][CH:37]=[CH:36][CH:35]=2)[CH:30]=[CH:29][CH:28]=[C:27]([C:31](O)=[O:32])[CH:26]=1. Product: [C:25]1([C:34]2[CH:39]=[CH:38][CH:37]=[CH:36][CH:35]=2)[CH:30]=[CH:29][CH:28]=[C:27]([C:31]([N:15]=[N+:16]=[N-:17])=[O:32])[CH:26]=1. The catalyst class is: 32. (7) Reactant: [NH:1]([C:3]1[N:8]=[CH:7][N:6]=[C:5]([OH:9])[CH:4]=1)[NH2:2].N(C1NC=NC(=O)C=1)N.[C:19]1(=O)[CH2:24][CH2:23][CH2:22][CH2:21][CH2:20]1. Product: [C:19]1(=[N:2][NH:1][C:3]2[N:8]=[CH:7][N:6]=[C:5]([OH:9])[CH:4]=2)[CH2:24][CH2:23][CH2:22][CH2:21][CH2:20]1. The catalyst class is: 8.